Task: Predict the reactants needed to synthesize the given product.. Dataset: Full USPTO retrosynthesis dataset with 1.9M reactions from patents (1976-2016) (1) Given the product [Cl:11][C:12]1[CH:17]=[C:16]([Cl:18])[CH:15]=[CH:14][C:13]=1[C:2]1[CH:10]=[CH:9][C:5]([C:6]([OH:8])=[O:7])=[CH:4][CH:3]=1, predict the reactants needed to synthesize it. The reactants are: Br[C:2]1[CH:10]=[CH:9][C:5]([C:6]([OH:8])=[O:7])=[CH:4][CH:3]=1.[Cl:11][C:12]1[CH:17]=[C:16]([Cl:18])[CH:15]=[CH:14][C:13]=1OB(O)O. (2) Given the product [F:15][C:16]1[CH:17]=[N:18][C:19]([O:25][C:26]2[CH:31]=[CH:30][CH:29]=[C:28]([S:32][CH3:33])[CH:27]=2)=[C:20]([CH:24]=1)[C:21]([NH:1][C:2]1[CH:12]=[CH:11][N:10]=[CH:13][CH:14]=1)=[O:22], predict the reactants needed to synthesize it. The reactants are: [NH2:1][C:2]1C=CC=CN=1.C([N:10]([CH2:13][CH3:14])[CH2:11][CH3:12])C.[F:15][C:16]1[CH:17]=[N:18][C:19]([O:25][C:26]2[CH:31]=[CH:30][CH:29]=[C:28]([S:32][CH3:33])[CH:27]=2)=[C:20]([CH:24]=1)[C:21](O)=[O:22].Cl.CN(C)CCCN=C=NCC.ON1C2C=CC=CC=2N=N1. (3) Given the product [Cl:1][C:2]1[CH:7]=[CH:6][C:5]([OH:8])=[C:4]([C:11]([CH3:13])([CH3:12])[CH2:10][Cl:9])[CH:3]=1, predict the reactants needed to synthesize it. The reactants are: [Cl:1][C:2]1[CH:7]=[CH:6][C:5]([OH:8])=[CH:4][CH:3]=1.[Cl:9][CH2:10][C:11]([CH3:13])=[CH2:12].S(=O)(=O)(O)O. (4) Given the product [Cl:1][C:2]1[CH:3]=[C:4]([C:10]2([C:27]([F:28])([F:29])[F:30])[CH2:14][CH2:13][N:12]([C:15]3[N:20]=[C:19]([C:21]([F:23])([F:24])[F:22])[C:18]([CH2:25][C:38]4([C:41]([NH2:33])=[O:42])[CH2:40][CH2:39]4)=[CH:17][N:16]=3)[CH2:11]2)[CH:5]=[C:6]([Cl:9])[C:7]=1[Cl:8], predict the reactants needed to synthesize it. The reactants are: [Cl:1][C:2]1[CH:3]=[C:4]([C:10]2([C:27]([F:30])([F:29])[F:28])[CH2:14][CH2:13][N:12]([C:15]3[N:20]=[C:19]([C:21]([F:24])([F:23])[F:22])[C:18]([CH2:25]N)=[CH:17][N:16]=3)[CH2:11]2)[CH:5]=[C:6]([Cl:9])[C:7]=1[Cl:8].C([N:33](CC)CC)C.[CH:38]1([C:41](Cl)=[O:42])[CH2:40][CH2:39]1. (5) The reactants are: Br[C:2]1[CH:3]=[CH:4][C:5]2[N:9]=[CH:8][N:7]([CH3:10])[C:6]=2[CH:11]=1.[CH3:12][C:13]1([CH3:29])[C:17]([CH3:19])([CH3:18])[O:16][B:15]([B:15]2[O:16][C:17]([CH3:19])([CH3:18])[C:13]([CH3:29])([CH3:12])[O:14]2)[O:14]1.C([O-])(=O)C.[K+]. Given the product [CH3:10][N:7]1[C:6]2[CH:11]=[C:2]([B:15]3[O:16][C:17]([CH3:19])([CH3:18])[C:13]([CH3:29])([CH3:12])[O:14]3)[CH:3]=[CH:4][C:5]=2[N:9]=[CH:8]1, predict the reactants needed to synthesize it. (6) Given the product [C:10]([C:9]([C:4]1[CH:5]=[CH:6][C:7]([Cl:8])=[C:2]([Cl:1])[CH:3]=1)([CH2:18][CH2:28][C:26]([O:25][CH3:24])=[O:27])[CH2:16][CH2:15][C:14]([O:13][CH3:12])=[O:17])#[N:11], predict the reactants needed to synthesize it. The reactants are: [Cl:1][C:2]1[CH:3]=[C:4]([CH2:9][C:10]#[N:11])[CH:5]=[CH:6][C:7]=1[Cl:8].[CH3:12][O:13][C:14](=[O:17])[CH:15]=[CH2:16].[C:18](O)(C)(C)C.C[CH2:24][O:25][C:26]([CH3:28])=[O:27].CCCCCCC. (7) Given the product [CH:9]1([C:5]2[CH:6]=[CH:7][C:2]([F:1])=[N:3][CH:4]=2)[CH2:11][CH2:10]1, predict the reactants needed to synthesize it. The reactants are: [F:1][C:2]1[CH:7]=[CH:6][C:5](I)=[CH:4][N:3]=1.[CH:9]1(B(O)O)[CH2:11][CH2:10]1.P([O-])([O-])([O-])=O.[K+].[K+].[K+]. (8) Given the product [C:1]([C:5]1[CH:36]=[CH:35][C:8]([C:9]([NH:11][C:12]2[N:13]=[C:14]3[CH:19]=[CH:18][C:17]([C:20]4[CH:21]=[N:22][N:23]([CH2:25][CH2:26][OH:27])[CH:24]=4)=[N:16][N:15]3[CH:34]=2)=[O:10])=[CH:7][CH:6]=1)([CH3:4])([CH3:2])[CH3:3], predict the reactants needed to synthesize it. The reactants are: [C:1]([C:5]1[CH:36]=[CH:35][C:8]([C:9]([NH:11][C:12]2[N:13]=[C:14]3[CH:19]=[CH:18][C:17]([C:20]4[CH:21]=[N:22][N:23]([CH2:25][CH2:26][O:27]C5CCCCO5)[CH:24]=4)=[N:16][N:15]3[CH:34]=2)=[O:10])=[CH:7][CH:6]=1)([CH3:4])([CH3:3])[CH3:2].C(=O)([O-])O.[Na+]. (9) Given the product [CH3:1][O:2][C:3]([C:5]1([S:11]([C:14]2[CH:15]=[CH:16][C:17]([O:20][CH2:21][C:22]#[C:23][CH3:24])=[CH:18][CH:19]=2)(=[O:13])=[O:12])[CH2:10][CH2:9][N:8]([C:32](=[O:34])[CH3:33])[CH2:7][CH2:6]1)=[O:4], predict the reactants needed to synthesize it. The reactants are: [CH3:1][O:2][C:3]([C:5]1([S:11]([C:14]2[CH:19]=[CH:18][C:17]([O:20][CH2:21][C:22]#[C:23][CH3:24])=[CH:16][CH:15]=2)(=[O:13])=[O:12])[CH2:10][CH2:9][NH:8][CH2:7][CH2:6]1)=[O:4].C(N(CC)CC)C.[C:32](Cl)(=[O:34])[CH3:33].CN(C1C=CC=CN=1)C.